From a dataset of Peptide-MHC class I binding affinity with 185,985 pairs from IEDB/IMGT. Regression. Given a peptide amino acid sequence and an MHC pseudo amino acid sequence, predict their binding affinity value. This is MHC class I binding data. (1) The peptide sequence is LIYDDNIDSI. The MHC is HLA-A02:02 with pseudo-sequence HLA-A02:02. The binding affinity (normalized) is 0.557. (2) The peptide sequence is SNFVSAGI. The MHC is H-2-Db with pseudo-sequence H-2-Db. The binding affinity (normalized) is 0.0905. (3) The peptide sequence is ETIEDYLGY. The MHC is HLA-B08:02 with pseudo-sequence HLA-B08:02. The binding affinity (normalized) is 0.0847. (4) The peptide sequence is DILASIIDY. The MHC is HLA-A03:01 with pseudo-sequence HLA-A03:01. The binding affinity (normalized) is 0.0847. (5) The peptide sequence is ELRSKREQEV. The MHC is HLA-A02:01 with pseudo-sequence HLA-A02:01. The binding affinity (normalized) is 0.0906. (6) The peptide sequence is RVRAYTYSK. The MHC is HLA-B53:01 with pseudo-sequence HLA-B53:01. The binding affinity (normalized) is 0. (7) The peptide sequence is NLFEIEWEE. The MHC is HLA-A02:12 with pseudo-sequence HLA-A02:12. The binding affinity (normalized) is 0.473. (8) The peptide sequence is EEKKFGAEVV. The MHC is Mamu-A11 with pseudo-sequence Mamu-A11. The binding affinity (normalized) is 0.0427.